This data is from Experimentally validated miRNA-target interactions with 360,000+ pairs, plus equal number of negative samples. The task is: Binary Classification. Given a miRNA mature sequence and a target amino acid sequence, predict their likelihood of interaction. (1) The miRNA is rno-miR-455-5p with sequence UAUGUGCCUUUGGACUACAUCG. The protein sequence of the target gene is MAFEDVAVYFSQEEWGLLDTAQRALYRRVMLDNFALVASLGLSTSRPRVVIQLERGEEPWVPSGTDTTLSRTTYRRRNPGSWSLTEDRDVSGEWPRAFPDTPPGMTTSVFPVAGACHSVKSLQRQRGASPSRERKPTGVSVIYWERLLLGSGSGQASVSLRLTSPLRPPEGVRLREKTLTEHALLGRQPRTPERQKPCAQEVPGRTFGSAQDLEAAGGRGHHRMGAVWQEPHRLLGGQEPSTWDELGEALHAGEKSFECRACSKVFVKSSDLLKHLRTHTGERPYECAQCGKAFSQTSHL.... Result: 0 (no interaction). (2) The miRNA is hsa-miR-4306 with sequence UGGAGAGAAAGGCAGUA. The protein sequence of the target gene is MAAQPPRPVGERSMGSSREAARAPARSPAWASTQASTPGAALAVQRESPESGLQKHYSNLCMEKSQKINPFILHILQEVDEEIKKGLAAGITLNIAGNNRLVPVERVTGEDFWILSKILKNCLYINGLDVGYNLLCDVGAYYAAKLLQKQLNLIYLNLMFNDIGPEGGELIAKVLHKNRTLKYLRMTGNKIENKGGMFFAAMLQINSSLEKLDLGDCDLGMQSVIAFATVLTQNQAIKAINLNRPILYSEQEESTVHVGRMLKENHCLVALHMCKHDIKNSGIQQLCDALYLNSSLRYLD.... Result: 0 (no interaction). (3) The miRNA is hsa-miR-518e-5p with sequence CUCUAGAGGGAAGCGCUUUCUG. The protein sequence of the target gene is MSVDNWLLHPLWGQTFLLLLSVAVAQAHWPSEPSEAVRDWKNQLEASMHSVLSDFQEAVPTVVGIPDGTAVVGRSFRVSIPTDLIASSGEIIKVSAAGKEALPSWLHWDPHSHILEGLPLDTDKGVHYISVSAARLGANGSHVPQTSSVFSIEVYPEDHNEPQSVRAASSDPGEVVPSACAADEPVTVLTVILDADLTKMTPKQRIDLLNRMQSFSEVELHNMKLVPVVNNRLFDMSAFMAGPGNAKKVVENGALLSWKLGCSLNQNSVPDIRGVETPAREGAMSAQLGYPVVGWHIANK.... Result: 0 (no interaction). (4) The miRNA is mmu-miR-3095-5p with sequence AAGCUUUCUCAUCUGUGACACU. The protein sequence of the target gene is MASATAAAARRGLGRALPLFWRGYQTERGVYGYRPRKPESREPQGALERPPVDHGLARLVTVYCEHGHKAAKINPLFTGQALLENVPEIQALVQTLQGPFHTAGLLNMGKEEASLEEVLVYLNQIYCGQISIETSQLQSQDEKDWFAKRFEELQKETFTTEERKHLSKLMLESQEFDHFLATKFSTVKRYGGEGAESMMGFFHELLKMSAYSGITDVIIGMPHRGRLNLLTGLLQFPPELMFRKMRGLSEFPENFSATGDVLSHLTSSVDLYFGAHHPLHVTMLPNPSHLEAVNPVAVGK.... Result: 0 (no interaction). (5) The miRNA is mmu-miR-208a-3p with sequence AUAAGACGAGCAAAAAGCUUGU. The protein sequence of the target gene is MSRGGSYPHLLWDVRKRSLGLEDPSRLRSRYLGRREFIQRLKLEATLNVHDGCVNTICWNDTGEYILSGSDDTKLVISNPYSRKVLTTIRSGHRANIFSAKFLPCTNDKQIVSCSGDGVIFYTNVEQDAETNRQCQFTCHYGTTYEIMTVPNDPYTFLSCGEDGTVRWFDTRIKTSCTKEDCKDDILINCRRAATSVAICPPIPYYLAVGCSDSSVRIYDRRMLGTRATGNYAGRGTTGMVARFIPSHLNNKSCRVTSLCYSEDGQEILVSYSSDYIYLFDPKDDTARELKTPSAEERRE.... Result: 0 (no interaction).